From a dataset of Reaction yield outcomes from USPTO patents with 853,638 reactions. Predict the reaction yield, written as a fraction of the theoretical maximum amount of product (1.0 means a 100% yield; for example, 0.34 means a 34% yield). The reactants are Br[C:2]1[CH:7]=[CH:6][C:5]2[C:8]3([CH2:23][O:24][C:4]=2[CH:3]=1)[C:16]1[C:11](=[CH:12][CH:13]=[CH:14][CH:15]=1)[N:10]([CH2:17][CH2:18][CH2:19][CH2:20][CH3:21])[C:9]3=[O:22].Cl.CN(C)CC(O)=O.C(=O)([O-])[O-].[Cs+].[Cs+].[C:39]1([OH:45])[CH:44]=[CH:43][CH:42]=[CH:41][CH:40]=1. The catalyst is O1CCOCC1.ClCCl.[Cu](I)I. The product is [CH2:17]([N:10]1[C:11]2[C:16](=[CH:15][CH:14]=[CH:13][CH:12]=2)[C:8]2([C:5]3[CH:6]=[CH:7][C:2]([O:45][C:39]4[CH:44]=[CH:43][CH:42]=[CH:41][CH:40]=4)=[CH:3][C:4]=3[O:24][CH2:23]2)[C:9]1=[O:22])[CH2:18][CH2:19][CH2:20][CH3:21]. The yield is 0.870.